This data is from Forward reaction prediction with 1.9M reactions from USPTO patents (1976-2016). The task is: Predict the product of the given reaction. (1) Given the reactants [OH:1][CH2:2][C:3]1[CH:8]=[CH:7][C:6]([C:9](=[O:11])[CH3:10])=[C:5]([CH3:12])[CH:4]=1.[Br-:13].[Br-].[Br-].C([N+](CCCC)(CCCC)CCCC)CCC.C([N+](CCCC)(CCCC)CCCC)CCC.C([N+](CCCC)(CCCC)CCCC)CCC, predict the reaction product. The product is: [Br:13][CH2:10][C:9]([C:6]1[CH:7]=[CH:8][C:3]([CH2:2][OH:1])=[CH:4][C:5]=1[CH3:12])=[O:11]. (2) Given the reactants [C:1]1(B(O)O)[C:10]2[C:5](=[CH:6][CH:7]=[CH:8][CH:9]=2)[CH:4]=[CH:3][CH:2]=1.[ClH:14].[ClH:15].[CH2:16]1[NH:21][CH2:20][CH2:19][N:18]2[CH2:22][CH2:23][CH2:24][C@@H:17]12.O.[C:26]([OH:30])(=O)[CH:27]=O.[OH-].[Na+].Cl.[CH3:34]CN(C(C)C)C(C)C.CN(C(O[N:51]1[N:59]=N[C:53]2[CH:54]=[CH:55][CH:56]=[CH:57][C:52]1=2)=[N+](C)C)C.[B-](F)(F)(F)F.FC(F)(F)C1C=C(NN)C=C(C(F)(F)F)C=1, predict the reaction product. The product is: [CH2:34]([Cl:15])[Cl:14].[NH3:18].[Cl:14][C:54]1[CH:53]=[C:52]([NH:51][NH:59][C:26](=[O:30])[CH:27]([N:21]2[CH2:20][CH2:19][N:18]3[CH2:22][CH2:23][CH2:24][C@H:17]3[CH2:16]2)[C:1]2[C:10]3[C:5](=[CH:6][CH:7]=[CH:8][CH:9]=3)[CH:4]=[CH:3][CH:2]=2)[CH:57]=[C:56]([Cl:15])[CH:55]=1. (3) Given the reactants [Cl:1][C:2]1[CH:3]=[C:4]2[N:11]=[C:10]([O:12][C@H:13]3[C@H:17]4[O:18][CH2:19][C@@H:20]([OH:21])[C@H:16]4[O:15][CH2:14]3)[N:9]([CH2:22][O:23][CH2:24][CH2:25][Si:26]([CH3:29])([CH3:28])[CH3:27])[C:5]2=[N:6][C:7]=1I.[Br:30][C:31]1[CH:36]=[CH:35][C:34]([C:37]2[CH:42]=[CH:41][C:40](B(O)O)=[CH:39][CH:38]=2)=[CH:33][CH:32]=1, predict the reaction product. The product is: [Br:30][C:31]1[CH:32]=[CH:33][C:34]([C:37]2[CH:42]=[CH:41][C:40]([C:7]3[N:6]=[C:5]4[N:9]([CH2:22][O:23][CH2:24][CH2:25][Si:26]([CH3:29])([CH3:28])[CH3:27])[C:10]([O:12][C@H:13]5[C@H:17]6[O:18][CH2:19][C@@H:20]([OH:21])[C@H:16]6[O:15][CH2:14]5)=[N:11][C:4]4=[CH:3][C:2]=3[Cl:1])=[CH:39][CH:38]=2)=[CH:35][CH:36]=1. (4) Given the reactants C[O:2][CH:3](OC)[C:4]1[CH:5]=[C:6]([CH:16]=[CH:17][C:18]=1[N+:19]([O-:21])=[O:20])[O:7][C:8]1[CH:9]=[C:10]([CH:13]=[CH:14][CH:15]=1)[C:11]#[N:12].Cl, predict the reaction product. The product is: [CH:3]([C:4]1[CH:5]=[C:6]([CH:16]=[CH:17][C:18]=1[N+:19]([O-:21])=[O:20])[O:7][C:8]1[CH:9]=[C:10]([CH:13]=[CH:14][CH:15]=1)[C:11]#[N:12])=[O:2].